This data is from Full USPTO retrosynthesis dataset with 1.9M reactions from patents (1976-2016). The task is: Predict the reactants needed to synthesize the given product. Given the product [Cl:21][C:18]1[CH:19]=[CH:20][C:15]([C@H:11]([CH:12]2[CH2:14][CH2:13]2)[C:6]([F:10])([CH:5]([OH:4])[CH2:22][C:23]2[CH:28]=[CH:27][C:26]([F:29])=[C:25]([O:30][C:31]3[CH:36]=[CH:35][CH:34]=[CH:33][CH:32]=3)[CH:24]=2)[C:7]([OH:9])=[O:8])=[CH:16][CH:17]=1, predict the reactants needed to synthesize it. The reactants are: C([O:4][CH:5]([CH2:22][C:23]1[CH:28]=[CH:27][C:26]([F:29])=[C:25]([O:30][C:31]2[CH:36]=[CH:35][CH:34]=[CH:33][CH:32]=2)[CH:24]=1)[C:6]([C@H:11]([C:15]1[CH:20]=[CH:19][C:18]([Cl:21])=[CH:17][CH:16]=1)[CH:12]1[CH2:14][CH2:13]1)([F:10])[C:7]([O-:9])=[O:8])(=O)C.[OH-].[Na+].CO.